Dataset: Rat liver microsome stability data. Task: Regression/Classification. Given a drug SMILES string, predict its absorption, distribution, metabolism, or excretion properties. Task type varies by dataset: regression for continuous measurements (e.g., permeability, clearance, half-life) or binary classification for categorical outcomes (e.g., BBB penetration, CYP inhibition). Dataset: rlm. (1) The compound is Cc1ccc(-c2csc(NC(=O)c3ccccc3NS(=O)(=O)c3ccc(C)cc3)n2)cc1. The result is 1 (stable in rat liver microsomes). (2) The compound is CC1(C)CCC(CN2CCN(c3ccc(C(=O)NS(=O)(=O)c4ccc(NCC5CCOCC5)c([N+](=O)[O-])c4)c(Oc4cnc5[nH]ccc5c4)c3)CC2)=C(c2ccc(Cl)cc2)C1. The result is 0 (unstable in rat liver microsomes). (3) The drug is COc1cccc(C(=O)Nc2ccc3c(N4CCOCC4)ncnc3c2)c1. The result is 1 (stable in rat liver microsomes). (4) The drug is O=C(c1ccc2c(c1)ncn2-c1ccccc1)N1CCCCC1. The result is 1 (stable in rat liver microsomes). (5) The molecule is CCCCN1C(=O)C(CCC)NC(=O)C12CCN(Cc1ccc(Oc3ccccc3)cc1)CC2. The result is 1 (stable in rat liver microsomes). (6) The molecule is COC(O)=C1C(C)=NC(C)=C(C(=O)O[C@@H]2CCCN(Cc3ccccc3)C2)[C@@H]1c1cccc([N+](=O)[O-])c1. The result is 1 (stable in rat liver microsomes). (7) The compound is Cc1ccc(Nc2nc(NCCO)c3ccccc3n2)cc1C. The result is 1 (stable in rat liver microsomes).